From a dataset of Peptide-MHC class II binding affinity with 134,281 pairs from IEDB. Regression. Given a peptide amino acid sequence and an MHC pseudo amino acid sequence, predict their binding affinity value. This is MHC class II binding data. The MHC is HLA-DQA10201-DQB10202 with pseudo-sequence HLA-DQA10201-DQB10202. The peptide sequence is VFLGSAYGIPKVPPG. The binding affinity (normalized) is 0.